From a dataset of CYP1A2 inhibition data for predicting drug metabolism from PubChem BioAssay. Regression/Classification. Given a drug SMILES string, predict its absorption, distribution, metabolism, or excretion properties. Task type varies by dataset: regression for continuous measurements (e.g., permeability, clearance, half-life) or binary classification for categorical outcomes (e.g., BBB penetration, CYP inhibition). Dataset: cyp1a2_veith. (1) The compound is COc1ccc(OC)c(C2C(C(=O)Nc3nc4ccccc4s3)=C(C)NC3=C2C(=O)CCC3)c1. The result is 1 (inhibitor). (2) The molecule is CCOC(=O)/C(C(N)=NCCCO)=C(/O)c1ccccc1. The result is 0 (non-inhibitor). (3) The compound is CN(C)c1ncc2nc(CCc3ccccc3)c(=O)n(Cc3cccs3)c2n1. The result is 1 (inhibitor).